The task is: Predict the reactants needed to synthesize the given product.. This data is from Full USPTO retrosynthesis dataset with 1.9M reactions from patents (1976-2016). (1) Given the product [Cl:1][C:2]1[C:7]([O:8][CH3:9])=[CH:6][CH:5]=[CH:4][N:3]=1, predict the reactants needed to synthesize it. The reactants are: [Cl:1][C:2]1[C:7]([OH:8])=[CH:6][CH:5]=[CH:4][N:3]=1.[C:9](=O)([O-])[O-].[K+].[K+].CI.O. (2) The reactants are: [OH:1][CH2:2][CH2:3][C:4]1[CH:9]=[CH:8][C:7]([CH:10]=[CH:11][N:12]2[C:20](=[O:21])[C:19]3[C:14](=[CH:15][CH:16]=[CH:17][CH:18]=3)[C:13]2=[O:22])=[CH:6][CH:5]=1. Given the product [OH:1][CH2:2][CH2:3][C:4]1[CH:5]=[CH:6][C:7]([CH2:10][CH2:11][N:12]2[C:13](=[O:22])[C:14]3[C:19](=[CH:18][CH:17]=[CH:16][CH:15]=3)[C:20]2=[O:21])=[CH:8][CH:9]=1, predict the reactants needed to synthesize it. (3) Given the product [C:22]1([CH3:30])[CH:27]=[CH:26][C:25]([N:28]2[C:5]([C:7]3[CH:17]=[CH:16][C:10]4[O:11][CH2:12][C:13](=[O:15])[NH:14][C:9]=4[CH:8]=3)=[CH:4][C:3]([C:2]([F:20])([F:19])[F:1])=[N:29]2)=[CH:24][CH:23]=1, predict the reactants needed to synthesize it. The reactants are: [F:1][C:2]([F:20])([F:19])[C:3](O)=[CH:4][C:5]([C:7]1[CH:17]=[CH:16][C:10]2[O:11][CH2:12][C:13](=[O:15])[NH:14][C:9]=2[CH:8]=1)=O.Cl.[C:22]1([CH3:30])[CH:27]=[CH:26][C:25]([NH:28][NH2:29])=[CH:24][CH:23]=1. (4) Given the product [Cl:23][C:4]1[CH:3]=[C:2]([C:29]2[CH:30]=[N:31][C:26]([C:25]([F:36])([F:35])[F:24])=[CH:27][CH:28]=2)[CH:7]=[N:6][C:5]=1[CH2:8][CH2:9][NH:10][C:11](=[O:22])[C:12]1[CH:17]=[CH:16][CH:15]=[CH:14][C:13]=1[C:18]([F:21])([F:20])[F:19], predict the reactants needed to synthesize it. The reactants are: Br[C:2]1[CH:3]=[C:4]([Cl:23])[C:5]([CH2:8][CH2:9][NH:10][C:11](=[O:22])[C:12]2[CH:17]=[CH:16][CH:15]=[CH:14][C:13]=2[C:18]([F:21])([F:20])[F:19])=[N:6][CH:7]=1.[F:24][C:25]([F:36])([F:35])[C:26]1[N:31]=[CH:30][C:29](B(O)O)=[CH:28][CH:27]=1.C(=O)([O-])[O-].[Cs+].[Cs+]. (5) Given the product [C:1]([C:5]1[CH:6]=[C:7]([N:12]2[C:16]([CH2:17][CH:18]3[CH2:23][CH2:22][CH2:21][CH2:20][CH2:19]3)=[C:15]([Cl:24])[C:14]([C:25]([NH2:28])=[O:26])=[N:13]2)[CH:8]=[C:9]([CH3:11])[CH:10]=1)([CH3:4])([CH3:3])[CH3:2], predict the reactants needed to synthesize it. The reactants are: [C:1]([C:5]1[CH:6]=[C:7]([N:12]2[C:16]([CH2:17][CH:18]3[CH2:23][CH2:22][CH2:21][CH2:20][CH2:19]3)=[C:15]([Cl:24])[C:14]([C:25](Cl)=[O:26])=[N:13]2)[CH:8]=[C:9]([CH3:11])[CH:10]=1)([CH3:4])([CH3:3])[CH3:2].[NH3:28]. (6) The reactants are: [H-].[Na+].[CH2:3]([O:10][C:11]1[CH:12]=[CH:13][C:14]([N+:19]([O-:21])=[O:20])=[C:15]([CH:18]=1)[NH:16][CH3:17])[C:4]1[CH:9]=[CH:8][CH:7]=[CH:6][CH:5]=1.Cl[C:23]([CH2:25][O:26][C:27]1[CH:28]=[C:29]([CH:34]=[CH:35][CH:36]=1)[C:30]([O:32][CH3:33])=[O:31])=[O:24]. Given the product [CH2:3]([O:10][C:11]1[CH:12]=[CH:13][C:14]([N+:19]([O-:21])=[O:20])=[C:15]([N:16]([CH3:17])[C:23](=[O:24])[CH2:25][O:26][C:27]2[CH:28]=[C:29]([CH:34]=[CH:35][CH:36]=2)[C:30]([O:32][CH3:33])=[O:31])[CH:18]=1)[C:4]1[CH:5]=[CH:6][CH:7]=[CH:8][CH:9]=1, predict the reactants needed to synthesize it.